From a dataset of Reaction yield outcomes from USPTO patents with 853,638 reactions. Predict the reaction yield, written as a fraction of the theoretical maximum amount of product (1.0 means a 100% yield; for example, 0.34 means a 34% yield). (1) The catalyst is C(#N)C. The reactants are [CH3:1][C:2]1[CH:6]=[CH:5][NH:4][N:3]=1.[C:7]1([S:13](Cl)(=[O:15])=[O:14])[CH:12]=[CH:11][CH:10]=[CH:9][CH:8]=1.C(N(CC)CC)C. The yield is 0.580. The product is [C:7]1([S:13]([N:4]2[CH:5]=[CH:6][C:2]([CH3:1])=[N:3]2)(=[O:15])=[O:14])[CH:12]=[CH:11][CH:10]=[CH:9][CH:8]=1. (2) The reactants are [Na].[S:2]1C=CC=C1CC(O)=O.Br[CH2:12][CH2:13][CH2:14][CH2:15][CH2:16][CH2:17][CH2:18][CH2:19][CH2:20][CH2:21][CH2:22][CH2:23][CH2:24][CH2:25][CH2:26][CH2:27][OH:28].[OH-].[Na+].Cl. The catalyst is CO. The product is [SH:2][CH2:12][CH2:13][CH2:14][CH2:15][CH2:16][CH2:17][CH2:18][CH2:19][CH2:20][CH2:21][CH2:22][CH2:23][CH2:24][CH2:25][CH2:26][CH2:27][OH:28]. The yield is 0.700. (3) The reactants are Br[C:2]1[C:6]2[CH:7]=[C:8]([C:11]3[O:12][C:13]([CH3:16])=[N:14][N:15]=3)[CH:9]=[CH:10][C:5]=2[O:4][CH:3]=1.C(N([CH2:22][CH3:23])CC)C.CS(C)=[O:26].[CH2:28]([OH:30])C. The catalyst is C(OCC)(=O)C. The product is [CH3:16][C:13]1[O:12][C:11]([C:8]2[CH:9]=[CH:10][C:5]3[O:4][CH:3]=[C:2]([C:28]([O:30][CH2:22][CH3:23])=[O:26])[C:6]=3[CH:7]=2)=[N:15][N:14]=1. The yield is 0.460. (4) The reactants are C(OC([N:8]1[CH2:12][CH2:11][C:10]([C:15]2[CH:20]=[C:19]([F:21])[CH:18]=[C:17]([Cl:22])[CH:16]=2)([O:13][CH3:14])[CH2:9]1)=O)(C)(C)C.FC(F)(F)C(O)=O. The catalyst is ClCCl. The product is [Cl:22][C:17]1[CH:16]=[C:15]([C:10]2([O:13][CH3:14])[CH2:11][CH2:12][NH:8][CH2:9]2)[CH:20]=[C:19]([F:21])[CH:18]=1. The yield is 0.770. (5) The reactants are [NH2:1][C:2]1[CH:3]=[CH:4][C:5]2[S:9][C:8]([CH3:10])=[N:7][C:6]=2[CH:11]=1.[C:12]1([N:18]2[C:28]3[C:23](=[CH:24][CH:25]=[CH:26][CH:27]=3)[C:21](=O)[C:19]2=[O:20])[CH:17]=[CH:16][CH:15]=[CH:14][CH:13]=1. No catalyst specified. The product is [CH3:10][C:8]1[S:9][C:5]2[CH:4]=[CH:3][C:2]([N:1]=[C:21]3[C:23]4[C:28](=[CH:27][CH:26]=[CH:25][CH:24]=4)[N:18]([C:12]4[CH:13]=[CH:14][CH:15]=[CH:16][CH:17]=4)[C:19]3=[O:20])=[CH:11][C:6]=2[N:7]=1. The yield is 0.323. (6) The reactants are [OH:1][C:2]1[CH:11]=[CH:10][CH:9]=[C:8]2[C:3]=1[CH:4]=[CH:5][N:6]=[CH:7]2.C(N(CC)CC)C.[S:19](O[S:19]([C:22]([F:25])([F:24])[F:23])(=[O:21])=[O:20])([C:22]([F:25])([F:24])[F:23])(=[O:21])=[O:20]. The catalyst is ClCCl. The product is [F:23][C:22]([F:25])([F:24])[S:19]([O:1][C:2]1[CH:11]=[CH:10][CH:9]=[C:8]2[C:3]=1[CH:4]=[CH:5][N:6]=[CH:7]2)(=[O:21])=[O:20]. The yield is 0.500. (7) The reactants are [CH3:1][O:2][C:3]1[CH:12]=[C:11]2[C:6]([C:7](=O)[NH:8][C:9]([C:13]3[CH:18]=[CH:17][CH:16]=[C:15]([N+:19]([O-:21])=[O:20])[CH:14]=3)=[N:10]2)=[CH:5][C:4]=1[O:23][CH2:24][CH2:25][O:26][CH3:27].C(Cl)(=O)C([Cl:31])=O. The catalyst is C1COCC1.CN(C=O)C. The product is [Cl:31][C:7]1[C:6]2[C:11](=[CH:12][C:3]([O:2][CH3:1])=[C:4]([O:23][CH2:24][CH2:25][O:26][CH3:27])[CH:5]=2)[N:10]=[C:9]([C:13]2[CH:18]=[CH:17][CH:16]=[C:15]([N+:19]([O-:21])=[O:20])[CH:14]=2)[N:8]=1. The yield is 0.680.